This data is from Full USPTO retrosynthesis dataset with 1.9M reactions from patents (1976-2016). The task is: Predict the reactants needed to synthesize the given product. (1) Given the product [F:17][C@H:18]1[CH2:22][CH2:21][N:20]([CH2:2][C:3]2[CH:4]=[CH:5][C:6]([NH:9][C:10](=[O:16])[O:11][C:12]([CH3:15])([CH3:14])[CH3:13])=[N:7][CH:8]=2)[CH2:19]1, predict the reactants needed to synthesize it. The reactants are: Cl[CH2:2][C:3]1[CH:4]=[CH:5][C:6]([NH:9][C:10](=[O:16])[O:11][C:12]([CH3:15])([CH3:14])[CH3:13])=[N:7][CH:8]=1.[F:17][C@H:18]1[CH2:22][CH2:21][NH:20][CH2:19]1.C(=O)([O-])[O-].[K+].[K+].[I-].[Na+]. (2) Given the product [N:14]([CH:7]([CH:4]1[CH2:5][CH2:6][O:1][CH2:2][CH2:3]1)[CH3:8])=[N+:15]=[N-:16], predict the reactants needed to synthesize it. The reactants are: [O:1]1[CH2:6][CH2:5][CH:4]([CH:7](OS(C)(=O)=O)[CH3:8])[CH2:3][CH2:2]1.[N-:14]=[N+:15]=[N-:16].[Na+].O. (3) Given the product [CH3:2][C:3]1[CH:4]=[C:5]([CH:30]=[CH:28][CH:29]=1)[C:6]([NH:1][CH2:33][CH2:34][N:21]1[CH2:20][CH2:19][N:18]([C:13]2[CH:14]=[CH:15][CH:16]=[CH:17][N:12]=2)[CH2:23][CH2:22]1)=[O:9], predict the reactants needed to synthesize it. The reactants are: [N:1]1[CH:6]=[CH:5][CH:4]=[CH:3][CH:2]=1.CS(Cl)(=O)=[O:9].[N:12]1[CH:17]=[CH:16][CH:15]=[CH:14][C:13]=1[N:18]1[CH2:23][CH2:22][NH:21][CH2:20][CH2:19]1.C(N(CC)[CH:28]([CH3:30])[CH3:29])(C)C.[C:33](OCC)(=O)[CH3:34]. (4) Given the product [CH3:31][C:22]1([C:25]2[CH:26]=[CH:27][CH:28]=[CH:29][CH:30]=2)[CH2:21][CH2:20][N:19]([CH2:18][CH2:17][CH2:16][NH2:15])[CH2:24][CH2:23]1, predict the reactants needed to synthesize it. The reactants are: FC(F)(F)C(O)=O.C(OC([NH:15][CH2:16][CH2:17][CH2:18][N:19]1[CH2:24][CH2:23][C:22]([CH3:31])([C:25]2[CH:30]=[CH:29][CH:28]=[CH:27][CH:26]=2)[CH2:21][CH2:20]1)O)(C)(C)C. (5) The reactants are: Cl.Cl[C:3]1[CH:8]=[C:7]([C:9]2[CH:14]=[C:13]([Cl:15])[CH:12]=[C:11]([Cl:16])[C:10]=2[Cl:17])[N:6]=[C:5]([NH2:18])[N:4]=1.[NH2:19][C:20]1[CH:25]=[CH:24][C:23]([C:26](=[N:28][OH:29])[CH3:27])=[CH:22][CH:21]=1. Given the product [NH2:18][C:5]1[N:4]=[C:3]([NH:19][C:20]2[CH:21]=[CH:22][C:23]([C:26](=[N:28][OH:29])[CH3:27])=[CH:24][CH:25]=2)[CH:8]=[C:7]([C:9]2[CH:14]=[C:13]([Cl:15])[CH:12]=[C:11]([Cl:16])[C:10]=2[Cl:17])[N:6]=1, predict the reactants needed to synthesize it.